This data is from HIV replication inhibition screening data with 41,000+ compounds from the AIDS Antiviral Screen. The task is: Binary Classification. Given a drug SMILES string, predict its activity (active/inactive) in a high-throughput screening assay against a specified biological target. (1) The molecule is COc1ccccc1-n1c(C)nc2ccccc2c1=O. The result is 0 (inactive). (2) The molecule is COc1ccc(COCCC(C)OC2OC(CO)C(O)C(O)C2O)cc1. The result is 0 (inactive). (3) The drug is COc1cc2cc3c4cc(OC)c(OC)cc4cc[n+]3c(C)c2cc1OC.O=C(O)CS(=O)(=O)O. The result is 0 (inactive). (4) The molecule is O=C(c1cccc(C(=O)N(c2ccccc2)c2ccccc2)n1)N(c1ccccc1)c1ccccc1. The result is 0 (inactive). (5) The drug is COC(=O)C12CC3CC(CC(C(=O)O)(C3)C1)C2. The result is 0 (inactive). (6) The molecule is O=C(O)C(F)(F)F.c1ccc(CNCCCNCCCCNCCCNCc2ccccc2)cc1. The result is 0 (inactive). (7) The molecule is O=C1N=C2NC=NN2C1=O. The result is 0 (inactive).